From a dataset of Full USPTO retrosynthesis dataset with 1.9M reactions from patents (1976-2016). Predict the reactants needed to synthesize the given product. (1) Given the product [C:11]([O:15][C:16]([NH:18][C@H:19]1[CH2:23][C@@:22]([CH2:29][CH3:30])([C:24]([O:26][CH3:27])=[O:25])[CH:21]=[CH:20]1)=[O:17])([CH3:14])([CH3:13])[CH3:12], predict the reactants needed to synthesize it. The reactants are: C[Si](C)(C)[N-][Si](C)(C)C.[Li+].[C:11]([O:15][C:16]([NH:18][C@H:19]1[CH2:23][C@@H:22]([C:24]([O:26][CH3:27])=[O:25])[CH:21]=[CH:20]1)=[O:17])([CH3:14])([CH3:13])[CH3:12].I[CH2:29][CH3:30]. (2) Given the product [N:1]1[CH:2]=[CH:17][C:4]([CH2:3][O:7][C:8]#[C:9][C:10]2[CH:11]=[CH:12][CH:13]=[CH:14][CH:15]=2)=[CH:5][CH:6]=1, predict the reactants needed to synthesize it. The reactants are: [N:1]1[CH:6]=[CH:5][CH:4]=[C:3]([O:7][C:8]#[C:9][C:10]2[CH:15]=[CH:14][CH:13]=[CH:12][CH:11]=2)[CH:2]=1.N1C=CC(COC2C=CC(C=O)=CC=2)=C[CH:17]=1. (3) Given the product [F:27][C:28]1[CH:33]=[CH:32][C:31]([N:22]2[CH2:21][CH2:20][N:19]([C:16]3[CH:15]=[CH:14][C:13]4[NH:12][CH:11]=[C:10]5[C:25](=[O:26])[N:7]([C:1]6[CH:6]=[CH:5][CH:4]=[CH:3][CH:2]=6)[N:8]=[C:9]5[C:18]=4[N:17]=3)[CH2:24][CH2:23]2)=[CH:30][CH:29]=1, predict the reactants needed to synthesize it. The reactants are: [C:1]1([N:7]2[C:25](=[O:26])[C:10]3=[CH:11][NH:12][C:13]4[CH:14]=[CH:15][C:16]([N:19]5[CH2:24][CH2:23][NH:22][CH2:21][CH2:20]5)=[N:17][C:18]=4[C:9]3=[N:8]2)[CH:6]=[CH:5][CH:4]=[CH:3][CH:2]=1.[F:27][C:28]1[CH:33]=[CH:32][C:31](N2CCNCC2)=[CH:30][CH:29]=1. (4) Given the product [C:2]([O:5][C:6]([N:8]1[CH2:9][C:10](=[O:11])[CH2:12][C@H:13]1[C:14]([N:31]1[CH2:30][CH:29]([F:34])[CH2:26]1)=[O:16])=[O:7])([CH3:1])([CH3:3])[CH3:4], predict the reactants needed to synthesize it. The reactants are: [CH3:1][C:2]([O:5][C:6]([N:8]1[C@H:13]([C:14]([OH:16])=O)[CH2:12][C:10](=[O:11])[CH2:9]1)=[O:7])([CH3:4])[CH3:3].CN(C(ON1N=NC2C=[CH:29][CH:30]=[N:31][C:26]1=2)=[N+](C)C)C.[F:34][P-](F)(F)(F)(F)F. (5) Given the product [Cl:8][C:4]1[CH:5]=[CH:6][CH:7]=[C:2]([Cl:1])[C:3]=1[CH2:9][S:10]([C:13]1[CH:14]=[C:15]2[C:19](=[CH:20][CH:21]=1)[NH:18][C:17](=[O:22])/[C:16]/2=[CH:23]\[C:24]1[NH:25][C:26]([CH3:32])=[CH:27][C:28]=1[C:29]([N:38]1[CH2:37][C@H:36]([CH3:40])[NH:35][C@H:34]([CH3:33])[CH2:39]1)=[O:30])(=[O:11])=[O:12], predict the reactants needed to synthesize it. The reactants are: [Cl:1][C:2]1[CH:7]=[CH:6][CH:5]=[C:4]([Cl:8])[C:3]=1[CH2:9][S:10]([C:13]1[CH:14]=[C:15]2[C:19](=[CH:20][CH:21]=1)[NH:18][C:17](=[O:22])/[C:16]/2=[CH:23]\[C:24]1[NH:25][C:26]([CH3:32])=[CH:27][C:28]=1[C:29](O)=[O:30])(=[O:12])=[O:11].[CH3:33][C@@H:34]1[CH2:39][NH:38][CH2:37][C@H:36]([CH3:40])[NH:35]1.C1C=CC2N(O)N=NC=2C=1.CCN=C=NCCCN(C)C.Cl.